From a dataset of Forward reaction prediction with 1.9M reactions from USPTO patents (1976-2016). Predict the product of the given reaction. (1) Given the reactants C(NC(C)C)(C)C.C([Li])CCC.[Cl:13][C:14]1[CH:15]=[N:16][CH:17]=[C:18]([Cl:21])[C:19]=1[CH3:20].[O:22]1[CH2:26][CH2:25][O:24][CH:23]1[C:27]1[CH:39]=[C:30]2[C:31]([CH:37]=[O:38])=[CH:32][CH:33]=[C:34]([O:35][CH3:36])[N:29]2[N:28]=1.[Cl-].[NH4+], predict the reaction product. The product is: [O:24]1[CH2:25][CH2:26][O:22][CH:23]1[C:27]1[CH:39]=[C:30]2[C:31]([CH:37]([OH:38])[CH2:20][C:19]3[C:18]([Cl:21])=[CH:17][N:16]=[CH:15][C:14]=3[Cl:13])=[CH:32][CH:33]=[C:34]([O:35][CH3:36])[N:29]2[N:28]=1. (2) Given the reactants [CH2:1]([S:3]([NH:6][C@@H:7]([C:15]([OH:17])=O)[CH2:8][C:9]1[CH:14]=[CH:13][CH:12]=[CH:11][CH:10]=1)(=[O:5])=[O:4])[CH3:2].[NH:18]1[CH2:32][CH2:31][CH2:30][C@H:19]1[C:20]([O:22][CH2:23][C:24]1[CH:29]=[CH:28][CH:27]=[CH:26][CH:25]=1)=[O:21].Cl.C1C=CC2N(O)N=NC=2C=1.C(N(CC)C(C)C)(C)C.Cl.CN(C)CCCN=C=NCC, predict the reaction product. The product is: [CH2:1]([S:3]([NH:6][C@@H:7]([C:15]([N:18]1[CH2:32][CH2:31][CH2:30][C@H:19]1[C:20]([O:22][CH2:23][C:24]1[CH:25]=[CH:26][CH:27]=[CH:28][CH:29]=1)=[O:21])=[O:17])[CH2:8][C:9]1[CH:10]=[CH:11][CH:12]=[CH:13][CH:14]=1)(=[O:4])=[O:5])[CH3:2]. (3) Given the reactants [C:1]([O:5][C:6](=[O:20])[NH:7][C:8]1[CH:13]=[C:12]([C:14]([F:17])([F:16])[F:15])[C:11]([CH3:18])=[CH:10][C:9]=1[NH2:19])([CH3:4])([CH3:3])[CH3:2].C([O:25][C:26](=O)[CH2:27][C:28](=[O:41])[C:29]1[CH:34]=[CH:33][CH:32]=[C:31]([C:35]2[CH:36]=[N:37][CH:38]=[N:39][CH:40]=2)[CH:30]=1)(C)(C)C, predict the reaction product. The product is: [C:1]([O:5][C:6](=[O:20])[NH:7][C:8]1[CH:13]=[C:12]([C:14]([F:17])([F:16])[F:15])[C:11]([CH3:18])=[CH:10][C:9]=1[NH:19][C:26](=[O:25])[CH2:27][C:28](=[O:41])[C:29]1[CH:34]=[CH:33][CH:32]=[C:31]([C:35]2[CH:40]=[N:39][CH:38]=[N:37][CH:36]=2)[CH:30]=1)([CH3:4])([CH3:2])[CH3:3]. (4) Given the reactants [F:1][C:2]1[C:9]([N+:10]([O-])=O)=[CH:8][CH:7]=[C:6]([O:13][CH3:14])[C:3]=1[C:4]#[N:5].CO, predict the reaction product. The product is: [NH2:10][C:9]1[C:2]([F:1])=[C:3]([C:6]([O:13][CH3:14])=[CH:7][CH:8]=1)[C:4]#[N:5].